Dataset: Full USPTO retrosynthesis dataset with 1.9M reactions from patents (1976-2016). Task: Predict the reactants needed to synthesize the given product. Given the product [Cl:1][C:2]1[C:3]2[C:10]([I:25])=[CH:9][N:8]([C@@H:11]3[CH2:14][C@H:13]([CH2:15][O:16][C:17](=[O:24])[C:18]4[CH:19]=[CH:20][CH:21]=[CH:22][CH:23]=4)[CH2:12]3)[C:4]=2[N:5]=[CH:6][N:7]=1, predict the reactants needed to synthesize it. The reactants are: [Cl:1][C:2]1[C:3]2[CH:10]=[CH:9][N:8]([CH:11]3[CH2:14][CH:13]([CH2:15][O:16][C:17](=[O:24])[C:18]4[CH:23]=[CH:22][CH:21]=[CH:20][CH:19]=4)[CH2:12]3)[C:4]=2[N:5]=[CH:6][N:7]=1.[I:25]N1C(=O)CCC1=O.CN(C=O)C.C(OCC)(=O)C.